Dataset: Reaction yield outcomes from USPTO patents with 853,638 reactions. Task: Predict the reaction yield, written as a fraction of the theoretical maximum amount of product (1.0 means a 100% yield; for example, 0.34 means a 34% yield). (1) The reactants are [CH2:1]([C:3]1[CH:8]=[C:7]([OH:9])[CH:6]=[C:5]([CH2:10][CH3:11])[C:4]=1[C:12]1[CH:17]=[CH:16][CH:15]=[C:14]([CH:18]=[O:19])[CH:13]=1)[CH3:2].CC1C=CC(S(O[CH2:31][CH2:32][CH2:33][S:34]([CH3:37])(=[O:36])=[O:35])(=O)=O)=CC=1.C(=O)([O-])[O-].[K+].[K+].O. The catalyst is CN(C)C=O. The product is [CH2:10]([C:5]1[CH:6]=[C:7]([O:9][CH2:31][CH2:32][CH2:33][S:34]([CH3:37])(=[O:36])=[O:35])[CH:8]=[C:3]([CH2:1][CH3:2])[C:4]=1[C:12]1[CH:17]=[CH:16][CH:15]=[C:14]([CH:18]=[O:19])[CH:13]=1)[CH3:11]. The yield is 0.800. (2) The reactants are CC1C=CC=CC=1P(C1C=CC=CC=1C)C1C=CC=CC=1C.Br[C:24]1[CH:25]=[C:26]2[C:30](=[C:31]([CH:33]([CH3:35])[CH3:34])[CH:32]=1)[NH:29][C:28]1[C:36]([CH2:42][CH2:43][OH:44])([CH2:40][CH3:41])[O:37][CH2:38][CH2:39][C:27]2=1.C(N(CC)CC)C.[C:52]([O:56][CH2:57][CH3:58])(=[O:55])[CH:53]=[CH2:54]. The catalyst is C(#N)C.CC([O-])=O.CC([O-])=O.[Pd+2]. The product is [CH2:40]([C:36]1([CH2:42][CH2:43][OH:44])[C:28]2[NH:29][C:30]3[C:26]([C:27]=2[CH2:39][CH2:38][O:37]1)=[CH:25][C:24](/[CH:54]=[CH:53]/[C:52]([O:56][CH2:57][CH3:58])=[O:55])=[CH:32][C:31]=3[CH:33]([CH3:35])[CH3:34])[CH3:41]. The yield is 0.560. (3) The reactants are [CH:1]1([CH2:4][N:5]2[C:10](=[O:11])[C:9]([CH2:12]N3CCN(C)CC3)=[CH:8][C:7]([C:20]3[CH:21]=[CH:22][C:23]4[O:27][CH2:26][CH2:25][C:24]=4[CH:28]=3)=[N:6]2)[CH2:3][CH2:2]1.C1(CN2C(=O)C(COS(C)(=O)=O)=CC(C3C=CC4OCCC=4C=3)=N2)CC1.[C:55]([O:59][C:60]([N:62]1[CH2:67][CH2:66][NH:65][CH2:64][CH2:63]1)=[O:61])([CH3:58])([CH3:57])[CH3:56]. No catalyst specified. The product is [C:55]([O:59][C:60]([N:62]1[CH2:67][CH2:66][N:65]([CH2:12][C:9]2[C:10](=[O:11])[N:5]([CH2:4][CH:1]3[CH2:2][CH2:3]3)[N:6]=[C:7]([C:20]3[CH:21]=[CH:22][C:23]4[O:27][CH2:26][CH2:25][C:24]=4[CH:28]=3)[CH:8]=2)[CH2:64][CH2:63]1)=[O:61])([CH3:58])([CH3:56])[CH3:57]. The yield is 0.976. (4) The catalyst is C1COCC1.CO. The product is [CH3:23][C@@H:5]([C:6](=[O:22])[N:7]1[CH2:12][CH2:11][C:10]2[S:13][CH:14]=[CH:15][C:9]=2[CH:8]1[C:16]1[CH:17]=[CH:18][CH:19]=[CH:20][CH:21]=1)[CH2:4][C:3]([OH:24])=[O:2]. The yield is 0.730. The reactants are C[O:2][C:3](=[O:24])[CH2:4][C@@H:5]([CH3:23])[C:6](=[O:22])[N:7]1[CH2:12][CH2:11][C:10]2[S:13][CH:14]=[CH:15][C:9]=2[CH:8]1[C:16]1[CH:21]=[CH:20][CH:19]=[CH:18][CH:17]=1.[Li+].[OH-].CC(=O)OCC.